This data is from Full USPTO retrosynthesis dataset with 1.9M reactions from patents (1976-2016). The task is: Predict the reactants needed to synthesize the given product. Given the product [O:3]1[C:4]2[CH:9]=[C:8]([C:10]([NH:18][C@H:17]([CH2:19][CH:20]([CH3:22])[CH3:21])[C:16]([O:15][CH3:14])=[O:23])=[O:11])[CH:7]=[CH:6][C:5]=2[O:1][CH2:2]1, predict the reactants needed to synthesize it. The reactants are: [O:1]1[C:5]2[CH:6]=[CH:7][C:8]([C:10](Cl)=[O:11])=[CH:9][C:4]=2[O:3][CH2:2]1.Cl.[CH3:14][O:15][C:16](=[O:23])[C@@H:17]([CH2:19][CH:20]([CH3:22])[CH3:21])[NH2:18].